This data is from Reaction yield outcomes from USPTO patents with 853,638 reactions. The task is: Predict the reaction yield, written as a fraction of the theoretical maximum amount of product (1.0 means a 100% yield; for example, 0.34 means a 34% yield). The reactants are [CH3:1][C:2]([CH3:31])([CH3:30])[CH2:3][C:4]([NH:6][C:7]1[C:8]([CH3:29])=[C:9](B(O)O)[C:10]2[O:14][CH2:13][CH:12]([C:15]3[CH:20]=[CH:19][C:18]([CH:21]([CH3:23])[CH3:22])=[CH:17][CH:16]=3)[C:11]=2[C:24]=1[CH3:25])=[O:5].[NH2:32][C:33]1[CH:38]=[CH:37][CH:36]=[C:35](Br)[N:34]=1. No catalyst specified. The product is [NH2:32][C:33]1[N:34]=[C:35]([C:9]2[C:10]3[O:14][CH2:13][CH:12]([C:15]4[CH:20]=[CH:19][C:18]([CH:21]([CH3:23])[CH3:22])=[CH:17][CH:16]=4)[C:11]=3[C:24]([CH3:25])=[C:7]([NH:6][C:4](=[O:5])[CH2:3][C:2]([CH3:1])([CH3:31])[CH3:30])[C:8]=2[CH3:29])[CH:36]=[CH:37][CH:38]=1. The yield is 0.680.